This data is from Reaction yield outcomes from USPTO patents with 853,638 reactions. The task is: Predict the reaction yield, written as a fraction of the theoretical maximum amount of product (1.0 means a 100% yield; for example, 0.34 means a 34% yield). (1) The reactants are Cl[C:2]1[CH:11]=[CH:10][C:5]([C:6]([O:8][CH3:9])=[O:7])=[CH:4][N:3]=1.[NH:12]1[CH2:17][CH2:16][O:15][CH2:14][CH2:13]1.C(=O)([O-])[O-].[K+].[K+].CN(C=O)C. The catalyst is O. The product is [N:12]1([C:2]2[CH:11]=[CH:10][C:5]([C:6]([O:8][CH3:9])=[O:7])=[CH:4][N:3]=2)[CH2:17][CH2:16][O:15][CH2:14][CH2:13]1. The yield is 0.710. (2) The reactants are [CH2:1]([O:8][P:9]([O:19][CH2:20][O:21][C:22](=[O:39])[N:23]([CH:36]1[CH2:38][CH2:37]1)[C:24](=[O:35])[C:25]1[CH:30]=[CH:29][C:28]([CH3:31])=[C:27]([N+:32]([O-])=O)[CH:26]=1)([O:11][CH2:12][C:13]1[CH:18]=[CH:17][CH:16]=[CH:15][CH:14]=1)=[O:10])[C:2]1[CH:7]=[CH:6][CH:5]=[CH:4][CH:3]=1.[Cl-].[NH4+]. The catalyst is CO.C1COCC1.[Zn]. The product is [CH2:12]([O:11][P:9]([O:19][CH2:20][O:21][C:22](=[O:39])[N:23]([C:24](=[O:35])[C:25]1[CH:30]=[CH:29][C:28]([CH3:31])=[C:27]([NH2:32])[CH:26]=1)[CH:36]1[CH2:38][CH2:37]1)([O:8][CH2:1][C:2]1[CH:3]=[CH:4][CH:5]=[CH:6][CH:7]=1)=[O:10])[C:13]1[CH:14]=[CH:15][CH:16]=[CH:17][CH:18]=1. The yield is 1.00. (3) The reactants are [CH2:1]([S:8][C:9]1([CH2:19][NH:20][C:21]([C:23]2[NH:24][C:25]3[C:30]([CH:31]=2)=[CH:29][CH:28]=[CH:27][C:26]=3[N:32]([CH3:41])[S:33]([C:36]2[S:37][CH:38]=[CH:39][CH:40]=2)(=[O:35])=[O:34])=[O:22])[CH2:18][CH2:17][C:12]2(OCC[O:13]2)[CH2:11][CH2:10]1)[C:2]1[CH:7]=[CH:6][CH:5]=[CH:4][CH:3]=1.C(O)(=O)C. The catalyst is O. The product is [CH2:1]([S:8][C:9]1([CH2:19][NH:20][C:21]([C:23]2[NH:24][C:25]3[C:30]([CH:31]=2)=[CH:29][CH:28]=[CH:27][C:26]=3[N:32]([CH3:41])[S:33]([C:36]2[S:37][CH:38]=[CH:39][CH:40]=2)(=[O:35])=[O:34])=[O:22])[CH2:18][CH2:17][C:12](=[O:13])[CH2:11][CH2:10]1)[C:2]1[CH:7]=[CH:6][CH:5]=[CH:4][CH:3]=1. The yield is 0.710. (4) The reactants are [CH3:1][O:2][C:3](=[O:33])[NH:4][CH:5]([C:9]([N:11]1[CH2:15][CH2:14][CH2:13][CH:12]1[C:16]1[NH:17][C:18]([C:21]2[CH:26]=[CH:25][C:24]([C:27]#[C:28][Si](C)(C)C)=[CH:23][CH:22]=2)=[CH:19][N:20]=1)=[O:10])[CH:6]([CH3:8])[CH3:7].C([O-])([O-])=O.[K+].[K+]. The catalyst is CO. The product is [CH3:1][O:2][C:3](=[O:33])[NH:4][CH:5]([C:9]([N:11]1[CH2:15][CH2:14][CH2:13][CH:12]1[C:16]1[NH:17][C:18]([C:21]2[CH:26]=[CH:25][C:24]([C:27]#[CH:28])=[CH:23][CH:22]=2)=[CH:19][N:20]=1)=[O:10])[CH:6]([CH3:8])[CH3:7]. The yield is 1.00. (5) The reactants are [C:1]([CH2:3][C:4]1[CH:5]=[C:6]([CH:11]=[CH:12][CH:13]=1)[C:7]([O:9][CH3:10])=[O:8])#[N:2].[H-].[Na+].Br[CH2:17][CH2:18]Br. The catalyst is CS(C)=O.O. The product is [C:1]([C:3]1([C:4]2[CH:5]=[C:6]([CH:11]=[CH:12][CH:13]=2)[C:7]([O:9][CH3:10])=[O:8])[CH2:18][CH2:17]1)#[N:2]. The yield is 0.760. (6) The reactants are [CH3:1][O:2][C:3]1[CH:8]=[CH:7][C:6]([C:9](=O)[C:10]([C:12]2[CH:17]=[CH:16][C:15]([O:18][CH3:19])=[CH:14][CH:13]=2)=O)=[CH:5][CH:4]=1.[NH2:21][C:22]1[C:30]([NH2:31])=[CH:29][CH:28]=[CH:27][C:23]=1[C:24]([OH:26])=[O:25]. The catalyst is C(O)(=O)C. The product is [CH3:1][O:2][C:3]1[CH:8]=[CH:7][C:6]([C:9]2[C:10]([C:12]3[CH:17]=[CH:16][C:15]([O:18][CH3:19])=[CH:14][CH:13]=3)=[N:21][C:22]3[C:23]([C:24]([OH:26])=[O:25])=[CH:27][CH:28]=[CH:29][C:30]=3[N:31]=2)=[CH:5][CH:4]=1. The yield is 0.260. (7) The reactants are [Cl:1][C:2]1[CH:3]=[C:4]([NH:8][C:9]2[N:14]=[C:13]([C:15]3[CH:20]=[CH:19][N:18]=[C:17]([C:21](OCC)=[O:22])[CH:16]=3)[CH:12]=[CH:11][N:10]=2)[CH:5]=[CH:6][CH:7]=1.[BH4-].[Na+].O. The catalyst is CO. The product is [Cl:1][C:2]1[CH:3]=[C:4]([NH:8][C:9]2[N:14]=[C:13]([C:15]3[CH:20]=[CH:19][N:18]=[C:17]([CH2:21][OH:22])[CH:16]=3)[CH:12]=[CH:11][N:10]=2)[CH:5]=[CH:6][CH:7]=1. The yield is 0.850. (8) The reactants are [NH2:1][CH:2](C(OCC1C=CC=CC=1)=O)[CH2:3][CH2:4][CH2:5][C@H:6]([NH:22][C:23](=[O:29])[O:24][C:25]([CH3:28])([CH3:27])[CH3:26])[C:7]1[NH:8][C:9]([C:12]2[CH:21]=[CH:20][C:19]3[C:14](=[CH:15][CH:16]=[CH:17][CH:18]=3)[CH:13]=2)=[CH:10][N:11]=1. The catalyst is CO.[Pd]. The product is [NH2:1][CH2:2][CH2:3][CH2:4][CH2:5][C@H:6]([NH:22][C:23](=[O:29])[O:24][C:25]([CH3:27])([CH3:26])[CH3:28])[C:7]1[NH:8][C:9]([C:12]2[CH:21]=[CH:20][C:19]3[C:14](=[CH:15][CH:16]=[CH:17][CH:18]=3)[CH:13]=2)=[CH:10][N:11]=1. The yield is 0.950. (9) The reactants are [F:1][C:2]1[CH:3]=[C:4]([C@@H:12]([C@@H:32]2[CH2:36][CH2:35][CH2:34][N:33]2C(OC(C)(C)C)=O)[C:13]([N:15]2[CH2:20][CH2:19][N:18]([C:21]3[C:22]4[C@H:29]([CH3:30])[CH2:28][C@@H:27]([OH:31])[C:23]=4[N:24]=[CH:25][N:26]=3)[CH2:17][CH2:16]2)=[O:14])[CH:5]=[CH:6][C:7]=1[C:8]([F:11])([F:10])[F:9].CO.Cl.O1CCOCC1. The catalyst is ClCCl. The product is [F:1][C:2]1[CH:3]=[C:4]([C@@H:12]([C@@H:32]2[CH2:36][CH2:35][CH2:34][NH:33]2)[C:13]([N:15]2[CH2:16][CH2:17][N:18]([C:21]3[C:22]4[C@H:29]([CH3:30])[CH2:28][C@@H:27]([OH:31])[C:23]=4[N:24]=[CH:25][N:26]=3)[CH2:19][CH2:20]2)=[O:14])[CH:5]=[CH:6][C:7]=1[C:8]([F:10])([F:9])[F:11]. The yield is 0.990.